Dataset: Forward reaction prediction with 1.9M reactions from USPTO patents (1976-2016). Task: Predict the product of the given reaction. Given the reactants [CH:1]1[CH:6]=[CH:5][C:4](/[CH:7]=[CH:8]/[CH2:9][O:10][C@@H:11]2[O:16][C@H:15]([CH2:17][OH:18])[C@@H:14]([OH:19])[C@H:13]([OH:20])[C@H:12]2[OH:21])=[CH:3][CH:2]=1.[CH2:22]1[CH:26]2[C@@H:27]3[CH:31]=[CH:30][C@H:29]([CH:25]2[CH:24]=[CH:23]1)[CH2:28]3.[OH-].[K+], predict the reaction product. The product is: [CH2:22]1[CH:26]2[C@@H:27]3[CH:31]=[CH:30][C@H:29]([CH:25]2[CH:24]=[CH:23]1)[CH2:28]3.[CH:1]1[CH:2]=[CH:3][C:4](/[CH:7]=[CH:8]/[CH2:9][O:10][C@@H:11]2[O:16][C@H:15]([CH2:17][OH:18])[C@@H:14]([OH:19])[C@H:13]([OH:20])[C@H:12]2[OH:21])=[CH:5][CH:6]=1.